From a dataset of Forward reaction prediction with 1.9M reactions from USPTO patents (1976-2016). Predict the product of the given reaction. (1) Given the reactants F[C:2]1[N:7]=[CH:6][C:5]([CH:8]2[CH2:13][CH2:12][N:11]([CH3:14])[C:10](=[O:15])[CH2:9]2)=[CH:4][CH:3]=1.[OH-].[NH4+:17], predict the reaction product. The product is: [NH2:17][C:2]1[N:7]=[CH:6][C:5]([CH:8]2[CH2:13][CH2:12][N:11]([CH3:14])[C:10](=[O:15])[CH2:9]2)=[CH:4][CH:3]=1. (2) Given the reactants [H-].[Na+].[S:3]([N:13]1[C:17]2=[N:18][CH:19]=[C:20]([NH:22][C:23](=[O:29])[O:24][C:25]([CH3:28])([CH3:27])[CH3:26])[N:21]=[C:16]2[CH:15]=[CH:14]1)([C:6]1[CH:12]=[CH:11][C:9]([CH3:10])=[CH:8][CH:7]=1)(=[O:5])=[O:4].Br[CH2:31][C:32]([CH:34]1[CH2:39][CH2:38][CH2:37][CH2:36][CH2:35]1)=[O:33], predict the reaction product. The product is: [CH:34]1([C:32](=[O:33])[CH2:31][N:22]([C:20]2[N:21]=[C:16]3[CH:15]=[CH:14][N:13]([S:3]([C:6]4[CH:7]=[CH:8][C:9]([CH3:10])=[CH:11][CH:12]=4)(=[O:5])=[O:4])[C:17]3=[N:18][CH:19]=2)[C:23](=[O:29])[O:24][C:25]([CH3:26])([CH3:28])[CH3:27])[CH2:39][CH2:38][CH2:37][CH2:36][CH2:35]1.